From a dataset of Forward reaction prediction with 1.9M reactions from USPTO patents (1976-2016). Predict the product of the given reaction. Given the reactants [C:1]([O:5][C:6]([N:8]1[CH2:13][CH2:12][N:11]([S:14]([C:17]2[S:21][C:20]3[CH:22]=[C:23]([Cl:26])[CH:24]=[CH:25][C:19]=3[CH:18]=2)(=[O:16])=[O:15])[CH2:10][CH:9]1[C:27]([O:29]CC)=[O:28])=[O:7])([CH3:4])([CH3:3])[CH3:2].C(O)C.[OH-].[Na+], predict the reaction product. The product is: [C:1]([O:5][C:6]([N:8]1[CH2:13][CH2:12][N:11]([S:14]([C:17]2[S:21][C:20]3[CH:22]=[C:23]([Cl:26])[CH:24]=[CH:25][C:19]=3[CH:18]=2)(=[O:16])=[O:15])[CH2:10][CH:9]1[C:27]([OH:29])=[O:28])=[O:7])([CH3:4])([CH3:2])[CH3:3].